Predict the reactants needed to synthesize the given product. From a dataset of Full USPTO retrosynthesis dataset with 1.9M reactions from patents (1976-2016). (1) Given the product [CH2:1]([N:3]1[C:12]2[C:7](=[CH:8][C:9]([NH:13][C:14](=[O:22])[CH2:15][CH:16]([CH3:21])[CH2:17][CH2:18][OH:19])=[CH:10][CH:11]=2)[C:6](=[O:23])[N:5]([CH2:24][CH3:25])[C:4]1=[O:26])[CH3:2], predict the reactants needed to synthesize it. The reactants are: [CH2:1]([N:3]1[C:12]2[C:7](=[CH:8][C:9]([NH:13][C:14](=[O:22])[CH2:15][CH:16]([CH3:21])[CH2:17][C:18](O)=[O:19])=[CH:10][CH:11]=2)[C:6](=[O:23])[N:5]([CH2:24][CH3:25])[C:4]1=[O:26])[CH3:2].CSC.B.O. (2) Given the product [Cl:14][C:10]1[CH:11]=[C:12]2[C:7]([NH:6][C:5](=[O:15])[C:4]([C@@H:2]([NH:1][C:17]3[C:22](=[O:23])[N:21]([CH3:24])[C:20]([C:25]#[N:26])=[CH:19][CH:18]=3)[CH3:3])=[N:13]2)=[CH:8][CH:9]=1, predict the reactants needed to synthesize it. The reactants are: [NH2:1][C@H:2]([C:4]1[C:5](=[O:15])[NH:6][C:7]2[C:12]([N:13]=1)=[CH:11][C:10]([Cl:14])=[CH:9][CH:8]=2)[CH3:3].F[C:17]1[C:22](=[O:23])[N:21]([CH3:24])[C:20]([C:25]#[N:26])=[CH:19][CH:18]=1.CCN(C(C)C)C(C)C.